From a dataset of Full USPTO retrosynthesis dataset with 1.9M reactions from patents (1976-2016). Predict the reactants needed to synthesize the given product. (1) Given the product [NH2:12][C:6]1[CH:5]=[C:4]2[C:9]([C:10](=[O:11])[N:2]([CH3:1])[N:3]2[C:15]([O:17][C:18]([CH3:19])([CH3:20])[CH3:21])=[O:16])=[CH:8][CH:7]=1, predict the reactants needed to synthesize it. The reactants are: [CH3:1][N:2]1[C:10](=[O:11])[C:9]2[C:4](=[CH:5][C:6]([N+:12]([O-])=O)=[CH:7][CH:8]=2)[N:3]1[C:15]([O:17][C:18]([CH3:21])([CH3:20])[CH3:19])=[O:16]. (2) Given the product [Cl:31][C:27]1[CH:26]=[C:25]2[NH:24][C:23](=[O:32])[C@:15]3([C@@H:14]([C:33]4[CH:38]=[C:37]([F:39])[CH:36]=[C:35]([Cl:40])[CH:34]=4)[C@H:13]([C:11]([NH:10][C:7]4[CH:8]=[CH:9][C:4]([C:3]([OH:43])=[O:2])=[CH:5][C:6]=4[O:41][CH3:42])=[O:12])[NH:17][C@H:16]3[CH2:18][C:19]([CH3:21])([CH3:20])[CH3:22])[C:30]2=[CH:29][CH:28]=1, predict the reactants needed to synthesize it. The reactants are: C[O:2][C:3](=[O:43])[C:4]1[CH:9]=[CH:8][C:7]([NH:10][C:11]([C@@H:13]2[NH:17][C@@H:16]([CH2:18][C:19]([CH3:22])([CH3:21])[CH3:20])[C@:15]3([C:30]4[C:25](=[CH:26][C:27]([Cl:31])=[CH:28][CH:29]=4)[NH:24][C:23]3=[O:32])[C@H:14]2[C:33]2[CH:38]=[C:37]([F:39])[CH:36]=[C:35]([Cl:40])[CH:34]=2)=[O:12])=[C:6]([O:41][CH3:42])[CH:5]=1.[OH-].[Na+].Cl. (3) Given the product [CH:16]1([CH2:15][N:4]2[CH2:5][C@@H:6]([C:9]3[CH:14]=[CH:13][CH:12]=[CH:11][CH:10]=3)[CH2:7][CH2:8][C@H:2]([NH:1][C:37]([N:34]3[CH2:35][CH2:36][CH:31]([N:30]4[CH2:29][C:28]5[C:23](=[CH:24][CH:25]=[CH:26][CH:27]=5)[NH:22][C:21]4=[O:20])[CH2:32][CH2:33]3)=[O:38])[C:3]2=[O:19])[CH2:18][CH2:17]1, predict the reactants needed to synthesize it. The reactants are: [NH2:1][C@H:2]1[CH2:8][CH2:7][C@H:6]([C:9]2[CH:14]=[CH:13][CH:12]=[CH:11][CH:10]=2)[CH2:5][N:4]([CH2:15][CH:16]2[CH2:18][CH2:17]2)[C:3]1=[O:19].[O:20]=[C:21]1[N:30]([CH:31]2[CH2:36][CH2:35][N:34]([C:37](Cl)=[O:38])[CH2:33][CH2:32]2)[CH2:29][C:28]2[C:23](=[CH:24][CH:25]=[CH:26][CH:27]=2)[NH:22]1. (4) Given the product [Br:1][C:2]1[CH:3]=[C:4]([CH2:21][C:22]([OH:24])=[O:23])[CH:5]=[C:6]([Br:20])[C:7]=1[O:8][C:9]1[CH:10]=[C:11]([CH:17]([CH3:19])[CH3:18])[C:12]([OH:15])=[C:13]([Cl:28])[CH:14]=1, predict the reactants needed to synthesize it. The reactants are: [Br:1][C:2]1[CH:3]=[C:4]([CH2:21][C:22]([OH:24])=[O:23])[CH:5]=[C:6]([Br:20])[C:7]=1[O:8][C:9]1[CH:14]=[CH:13][C:12]([O:15]C)=[C:11]([CH:17]([CH3:19])[CH3:18])[CH:10]=1.I([Cl:28])(=O)=O.I(Cl)(=O)=O.I(Cl)(=O)=O.I(Cl)(=O)=O.C([N+](C)(C)C)C1C=CC=CC=1. (5) Given the product [NH:1]1[C:5]2[CH:6]=[CH:7][CH:8]=[CH:9][C:4]=2[N:3]=[C:2]1[CH:10]([O:19][CH:29]1[CH2:30][CH2:31][N:26]([CH3:25])[CH2:27][CH2:28]1)[C:11]1[CH:16]=[C:15]([CH3:17])[CH:14]=[CH:13][C:12]=1[OH:18], predict the reactants needed to synthesize it. The reactants are: [NH:1]1[C:5]2[CH:6]=[CH:7][CH:8]=[CH:9][C:4]=2[N:3]=[C:2]1[CH:10]([OH:19])[C:11]1[CH:16]=[C:15]([CH3:17])[CH:14]=[CH:13][C:12]=1[OH:18].CS(O)(=O)=O.[CH3:25][N:26]1[CH2:31][CH2:30][CH:29](O)[CH2:28][CH2:27]1. (6) Given the product [CH3:38][O:37][C:35]1[CH:34]=[CH:33][C:32]2[C:28]([NH:27][C:25](=[O:26])[C:24]3[CH:42]=[CH:43][CH:44]=[C:22]([CH2:21][N:17]4[CH2:18][CH2:19][N:14]([C:8]5[CH:13]=[CH:12][CH:11]=[CH:10][CH:9]=5)[CH2:15][CH2:16]4)[CH:23]=3)=[C:29]([C:39]([NH2:41])=[O:40])[O:30][C:31]=2[CH:36]=1, predict the reactants needed to synthesize it. The reactants are: C(N(CC)CC)C.[C:8]1([N:14]2[CH2:19][CH2:18][NH:17][CH2:16][CH2:15]2)[CH:13]=[CH:12][CH:11]=[CH:10][CH:9]=1.Cl[CH2:21][C:22]1[CH:23]=[C:24]([CH:42]=[CH:43][CH:44]=1)[C:25]([NH:27][C:28]1[C:32]2[CH:33]=[CH:34][C:35]([O:37][CH3:38])=[CH:36][C:31]=2[O:30][C:29]=1[C:39]([NH2:41])=[O:40])=[O:26].O.